From a dataset of Experimentally validated miRNA-target interactions with 360,000+ pairs, plus equal number of negative samples. Binary Classification. Given a miRNA mature sequence and a target amino acid sequence, predict their likelihood of interaction. (1) The miRNA is hsa-miR-637 with sequence ACUGGGGGCUUUCGGGCUCUGCGU. The protein sequence of the target gene is MERVKMINVQRLLEAAEFLERRERECEHGYASSFPSMPSPRLQHSKPPRRLSRAQKHSSGSSNTSTANRSTHNELEKNRRAHLRLCLERLKVLIPLGPDCTRHTTLGLLNKAKAHIKKLEEAERKSQHQLENLEREQRFLKWRLEQLQGPQEMERIRMDSIGSTISSDRSDSEREEIEVDVESTEFSHGEVDNISTTSISDIDDHSSLPSIGSDEGYSSASVKLSFTS. Result: 0 (no interaction). (2) The miRNA is hsa-miR-506-3p with sequence UAAGGCACCCUUCUGAGUAGA. The protein sequence of the target gene is MAVHRGSALVAPASDKVQKNKSAQTSGLKQGSRMEKILGFEWTDLSSWQSVVTLLNKPTDPANLAVFRFLFAFLMLLDIPQERGLSSLDRKYLDGLDVCRFPLLDALRPLPLDWMYLVYTIMFLGALGMMLGLCYRLSCVLFLLPYWYVFLLDKTSWNNHSYLYGLLAFQLTFMDANHYWSVDGLLNARKKNAHVPLWNYTVLRGQIFIVYFIAGVKKLDADWVGGYSMEHLSRHWLFSPFKLVLSEELTSLLVVHWCGLLLDLSAGFLLFFDASRPVGLFFVSYFHCMNSQLFSIGMFP.... Result: 0 (no interaction). (3) The miRNA is mmu-miR-694 with sequence CUGAAAAUGUUGCCUGAAG. The protein sequence of the target gene is MSEETATSDNDNSYARVRAVVMTRDDSSGGWLPLGGSGLSSVTVFRVPHQEENGCADFFIRGERLRDKMVVLECMLKKDLIYNKVTPTFHHWKIDDKKFGLTFQSPADARAFDRGIRRAIEDISLGCPASKTEAEGGDDDLQTTEEDTSRSLVKDHFFQQETVVTSEPYRSSDIRPLPFEDLNARRVYLQSQVSQIPFSQQGLDIQSRSMEYVQRQISKECGSLKSQTRVPLKSIRHVSFQDEDEIVRINPRDILIRRYADYRHPDMWKNDLERDDTDSSVPFSKQDSKKSDYLYHCGDE.... Result: 0 (no interaction). (4) The protein sequence of the target gene is MMLRLLSSLLLVAVASGYGPPSSRPSSRVVNGEDAVPYSWPWQVSLQYEKSGSFYHTCGGSLIAPDWVVTAGHCISSSRTYQVVLGEYDRAVKEGPEQVIPINSGDLFVHPLWNRSCVACGNDIALIKLSRSAQLGDAVQLASLPPAGDILPNETPCYITGWGRLYTNGPLPDKLQEALLPVVDYEHCSRWNWWGSSVKKTMVCAGGDIRSGCNGDSGGPLNCPTEDGGWQVHGVTSFVSAFGCNTRRKPTVFTRVSAFIDWIEETIASH. The miRNA is hsa-miR-4305 with sequence CCUAGACACCUCCAGUUC. Result: 0 (no interaction).